This data is from Catalyst prediction with 721,799 reactions and 888 catalyst types from USPTO. The task is: Predict which catalyst facilitates the given reaction. (1) The catalyst class is: 276. Product: [CH3:26][S:27]([C:30]1[CH:35]=[CH:34][C:33]([C:2]2[CH:3]=[CH:4][C:5]([C:8](=[C:16]3[CH2:17][C:18]([CH3:25])([CH3:24])[CH2:19][C:20]([CH3:23])([CH3:22])[CH2:21]3)[C:9]3[CH:10]=[CH:11][C:12]([OH:15])=[CH:13][CH:14]=3)=[CH:6][CH:7]=2)=[CH:32][CH:31]=1)(=[O:29])=[O:28]. Reactant: Br[C:2]1[CH:7]=[CH:6][C:5]([C:8](=[C:16]2[CH2:21][C:20]([CH3:23])([CH3:22])[CH2:19][C:18]([CH3:25])([CH3:24])[CH2:17]2)[C:9]2[CH:14]=[CH:13][C:12]([OH:15])=[CH:11][CH:10]=2)=[CH:4][CH:3]=1.[CH3:26][S:27]([C:30]1[CH:35]=[CH:34][C:33](B(O)O)=[CH:32][CH:31]=1)(=[O:29])=[O:28].C([O-])([O-])=O.[Na+].[Na+]. (2) Reactant: Cl.Cl.[NH2:3][C:4]1[CH:5]=[CH:6][C:7]([N:11]2[CH2:16][CH2:15][CH2:14][C@@H:13]([C:17]([N:19]3[CH2:23][CH2:22][CH2:21][CH2:20]3)=[O:18])[CH2:12]2)=[N:8][C:9]=1[NH2:10].C(N(CC)CC)C.C(O)(=O)C.Cl.[CH3:36][O:37][C:38]1[CH:43]=[CH:42][CH:41]=[CH:40][C:39]=1[C:44]1([C:47](=N)OCC)[CH2:46][CH2:45]1. Product: [CH3:36][O:37][C:38]1[CH:43]=[CH:42][CH:41]=[CH:40][C:39]=1[C:44]1([C:47]2[NH:10][C:9]3=[N:8][C:7]([N:11]4[CH2:16][CH2:15][CH2:14][C@@H:13]([C:17]([N:19]5[CH2:23][CH2:22][CH2:21][CH2:20]5)=[O:18])[CH2:12]4)=[CH:6][CH:5]=[C:4]3[N:3]=2)[CH2:45][CH2:46]1. The catalyst class is: 8. (3) Reactant: [NH2:1][C:2]1[CH:10]=[C:9]2[C:5]([C:6]([C:24]3[CH:33]=[CH:32][C:27]([C:28]([O:30][CH3:31])=[O:29])=[CH:26][C:25]=3[F:34])=[N:7][N:8]2[C:11](=[O:23])[C:12]2[C:17]([C:18]([F:21])([F:20])[F:19])=[CH:16][CH:15]=[CH:14][C:13]=2[Cl:22])=[CH:4][CH:3]=1.[C:35](Cl)(=[O:38])[O:36][CH3:37]. The catalyst class is: 79. Product: [Cl:22][C:13]1[CH:14]=[CH:15][CH:16]=[C:17]([C:18]([F:21])([F:20])[F:19])[C:12]=1[C:11]([N:8]1[C:9]2[C:5](=[CH:4][CH:3]=[C:2]([NH:1][C:35]([O:36][CH3:37])=[O:38])[CH:10]=2)[C:6]([C:24]2[CH:33]=[CH:32][C:27]([C:28]([O:30][CH3:31])=[O:29])=[CH:26][C:25]=2[F:34])=[N:7]1)=[O:23]. (4) Reactant: Cl[C:2]1[N:7]=[N:6][C:5]([C:8]([O:10][CH3:11])=[O:9])=[CH:4][CH:3]=1.Cl.[Br:13][C:14]1[CH:19]=[CH:18][CH:17]=[CH:16][C:15]=1[O:20][CH:21]1[CH2:24][NH:23][CH2:22]1.C(=O)([O-])[O-].[K+].[K+]. Product: [Br:13][C:14]1[CH:19]=[CH:18][CH:17]=[CH:16][C:15]=1[O:20][CH:21]1[CH2:24][N:23]([C:2]2[N:7]=[N:6][C:5]([C:8]([O:10][CH3:11])=[O:9])=[CH:4][CH:3]=2)[CH2:22]1. The catalyst class is: 12. (5) Reactant: [NH2:1][C:2]1[CH:3]=[C:4]([C:9]2[O:10][C:11]3[C:16]([C:17](=[O:19])[CH:18]=2)=[CH:15][CH:14]=[C:13]([O:20][CH3:21])[C:12]=3[O:22][CH3:23])[CH:5]=[CH:6][C:7]=1[NH2:8].[C:24](O)(=O)[CH3:25].C(=O)(O)[O-].[Na+]. Product: [CH3:21][O:20][C:13]1[C:12]([O:22][CH3:23])=[C:11]2[C:16]([C:17](=[O:19])[CH:18]=[C:9]([C:4]3[CH:5]=[CH:6][C:7]4[NH:8][C:24]([CH3:25])=[N:1][C:2]=4[CH:3]=3)[O:10]2)=[CH:15][CH:14]=1. The catalyst class is: 33. (6) Reactant: [O:1]1[C:6]2[CH:7]=[CH:8][CH:9]=[CH:10][C:5]=2[NH:4][C:3](=[O:11])[CH2:2]1.[H-].[Na+].CS(O[CH2:19][CH2:20][N:21]1[CH2:26][CH2:25][CH:24]([NH:27][C:28]([O:30][C:31]([CH3:34])([CH3:33])[CH3:32])=[O:29])[CH2:23][CH2:22]1)(=O)=O.C(OC(=O)NC1CCN(CCN2C3C(=CC=C(OC)C=3)C=CC2=O)CC1)(C)(C)C. Product: [C:31]([O:30][C:28](=[O:29])[NH:27][CH:24]1[CH2:25][CH2:26][N:21]([CH2:20][CH2:19][N:4]2[C:5]3[CH:10]=[CH:9][CH:8]=[CH:7][C:6]=3[O:1][CH2:2][C:3]2=[O:11])[CH2:22][CH2:23]1)([CH3:34])([CH3:33])[CH3:32]. The catalyst class is: 98. (7) Reactant: [F:1][CH2:2][CH2:3][O:4][C:5]1[N:9]([C:10]2[CH:15]=[CH:14][N:13]=[C:12]([NH2:16])[N:11]=2)[C:8]2[CH:17]=[C:18]([C:21]#[C:22][Si](C)(C)C)[CH:19]=[CH:20][C:7]=2[N:6]=1.[F-].[K+]. Product: [C:21]([C:18]1[CH:19]=[CH:20][C:7]2[N:6]=[C:5]([O:4][CH2:3][CH2:2][F:1])[N:9]([C:10]3[CH:15]=[CH:14][N:13]=[C:12]([NH2:16])[N:11]=3)[C:8]=2[CH:17]=1)#[CH:22]. The catalyst class is: 5.